From a dataset of Full USPTO retrosynthesis dataset with 1.9M reactions from patents (1976-2016). Predict the reactants needed to synthesize the given product. (1) Given the product [C:14]([O:18][C:19]([NH:21][C:22]1[CH:27]=[CH:26][CH:25]=[CH:24][C:23]=1[NH:28][C:29](=[O:48])[C:30]1[CH:35]=[CH:34][C:33]([CH2:36][N:37]([CH2:38][CH2:39][CH2:40][N:41]2[CH2:46][CH2:45][N:44]([CH3:47])[CH2:43][CH2:42]2)[C:12]([NH:11][C:9]2[CH:8]=[CH:7][C:6]3[O:1][CH2:2][CH2:3][O:4][C:5]=3[CH:10]=2)=[O:13])=[CH:32][CH:31]=1)=[O:20])([CH3:16])([CH3:17])[CH3:15], predict the reactants needed to synthesize it. The reactants are: [O:1]1[C:6]2[CH:7]=[CH:8][C:9]([N:11]=[C:12]=[O:13])=[CH:10][C:5]=2[O:4][CH2:3][CH2:2]1.[C:14]([O:18][C:19]([NH:21][C:22]1[CH:27]=[CH:26][CH:25]=[CH:24][C:23]=1[NH:28][C:29](=[O:48])[C:30]1[CH:35]=[CH:34][C:33]([CH2:36][NH:37][CH2:38][CH2:39][CH2:40][N:41]2[CH2:46][CH2:45][N:44]([CH3:47])[CH2:43][CH2:42]2)=[CH:32][CH:31]=1)=[O:20])([CH3:17])([CH3:16])[CH3:15]. (2) Given the product [C:1]([N:4]1[C:13]2[C:8](=[CH:9][CH:10]=[CH:11][CH:12]=2)[C@H:7]([NH:26][C:25]2[CH:24]=[CH:23][C:22]([N:19]3[CH2:20][CH2:21][O:16][CH2:17][CH2:18]3)=[CH:28][CH:27]=2)[CH2:6][C@@H:5]1[CH3:15])(=[O:3])[CH3:2].[ClH:29], predict the reactants needed to synthesize it. The reactants are: [C:1]([N:4]1[C:13]2[C:8](=[CH:9][CH:10]=[CH:11][CH:12]=2)[C:7](=O)[CH2:6][CH:5]1[CH3:15])(=[O:3])[CH3:2].[O:16]1[CH2:21][CH2:20][N:19]([C:22]2[CH:28]=[CH:27][C:25]([NH2:26])=[CH:24][CH:23]=2)[CH2:18][CH2:17]1.[ClH:29]. (3) Given the product [NH:1]1[C:9]2[C:4](=[CH:5][CH:6]=[CH:7][CH:8]=2)[C:3](/[CH:10]=[C:11]2\[O:12][C:13]3[C:20]([CH:21]([N:23]4[CH2:24][CH2:25][NH:26][CH2:27][CH2:28]4)[CH3:22])=[C:19]([O:36][CH3:37])[CH:18]=[CH:17][C:14]=3[C:15]\2=[O:16])=[N:2]1, predict the reactants needed to synthesize it. The reactants are: [NH:1]1[C:9]2[C:4](=[CH:5][CH:6]=[CH:7][CH:8]=2)[C:3](/[CH:10]=[C:11]2\[O:12][C:13]3[C:20]([CH:21]([N:23]4[CH2:28][CH2:27][N:26](C(OC(C)(C)C)=O)[CH2:25][CH2:24]4)[CH3:22])=[C:19]([O:36][CH3:37])[CH:18]=[CH:17][C:14]=3[C:15]\2=[O:16])=[N:2]1.Cl.